From a dataset of Full USPTO retrosynthesis dataset with 1.9M reactions from patents (1976-2016). Predict the reactants needed to synthesize the given product. (1) Given the product [F:39][C:38]([F:40])([F:41])[C:36]1[CH:37]=[C:32]([CH:33]=[C:34]([C:42]([F:43])([F:44])[F:45])[CH:35]=1)[C:26]([C@@H:17]1[CH2:16][CH2:15][C@@H:14]([C:5]2[C:4]([Cl:3])=[CH:9][N:8]=[C:7]([C:10]([F:12])([F:11])[F:13])[CH:6]=2)[N:18]1[C:19]([O:21][C:22]([CH3:23])([CH3:25])[CH3:24])=[O:20])=[O:28], predict the reactants needed to synthesize it. The reactants are: N#N.[Cl:3][C:4]1[C:5]([C@H:14]2[N:18]([C:19]([O:21][C:22]([CH3:25])([CH3:24])[CH3:23])=[O:20])[C@H:17]([C:26]([O:28]CC)=O)[CH2:16][CH2:15]2)=[CH:6][C:7]([C:10]([F:13])([F:12])[F:11])=[N:8][CH:9]=1.Br[C:32]1[CH:37]=[C:36]([C:38]([F:41])([F:40])[F:39])[CH:35]=[C:34]([C:42]([F:45])([F:44])[F:43])[CH:33]=1.[Li]CCCC.[NH4+].[Cl-]. (2) Given the product [CH2:24]([N:5]([CH2:1][CH2:2][CH2:3][CH3:4])[C:6]1[CH:11]=[CH:10][C:9]([CH:12]=[CH:13][C:14]2[CH:21]=[CH:20][C:17]([CH:18]=[CH:35][C:34]3[C:33]([CH3:40])([C:36]([F:39])([F:37])[F:38])[O:32][C:31](=[C:41]([C:42]#[N:43])[C:44]#[N:45])[C:30]=3[C:28]#[N:29])=[CH:16][CH:15]=2)=[C:8]([O:22][CH3:23])[CH:7]=1)[CH2:25][CH2:26][CH3:27], predict the reactants needed to synthesize it. The reactants are: [CH2:1]([N:5]([CH2:24][CH2:25][CH2:26][CH3:27])[C:6]1[CH:11]=[CH:10][C:9]([CH:12]=[CH:13][C:14]2[CH:21]=[CH:20][C:17]([CH:18]=O)=[CH:16][CH:15]=2)=[C:8]([O:22][CH3:23])[CH:7]=1)[CH2:2][CH2:3][CH3:4].[C:28]([C:30]1[C:31](=[C:41]([C:44]#[N:45])[C:42]#[N:43])[O:32][C:33]([CH3:40])([C:36]([F:39])([F:38])[F:37])[C:34]=1[CH3:35])#[N:29]. (3) Given the product [Cl:16][C:9]1[N:10]=[CH:11][C:2]([I:1])=[C:3]2[C:8]=1[N:7]=[C:6]([CH3:13])[CH:5]=[CH:4]2, predict the reactants needed to synthesize it. The reactants are: [I:1][C:2]1[C:3]2[CH:4]=[CH:5][C:6]([CH3:13])=[N:7][C:8]=2[C:9](=O)[NH:10][CH:11]=1.P(Cl)(Cl)([Cl:16])=O. (4) Given the product [CH3:1][O:2][C:3]([C:5]1[S:19][C:12]([C:13]2[CH:18]=[CH:17][CH:16]=[CH:15][CH:14]=2)=[N:20][C:7]=1[CH2:9][O:10][CH3:11])=[O:4], predict the reactants needed to synthesize it. The reactants are: [CH3:1][O:2][C:3]([CH:5]([C:7]([CH2:9][O:10][CH3:11])=O)Cl)=[O:4].[C:12]([NH2:20])(=[S:19])[C:13]1[CH:18]=[CH:17][CH:16]=[CH:15][CH:14]=1.